From a dataset of Forward reaction prediction with 1.9M reactions from USPTO patents (1976-2016). Predict the product of the given reaction. Given the reactants [NH2:1][C:2]1([C:14]([OH:16])=[O:15])[CH2:5][CH:4]([O:6][CH2:7][C:8]2[CH:13]=[CH:12][CH:11]=[CH:10][CH:9]=2)[CH2:3]1.[CH3:17][CH2:18]N(CC)CC.O=S(Cl)Cl, predict the reaction product. The product is: [CH2:17]([O:15][C:14]([C:2]1([NH2:1])[CH2:5][CH:4]([O:6][CH2:7][C:8]2[CH:9]=[CH:10][CH:11]=[CH:12][CH:13]=2)[CH2:3]1)=[O:16])[CH3:18].